Predict the reaction yield, written as a fraction of the theoretical maximum amount of product (1.0 means a 100% yield; for example, 0.34 means a 34% yield). From a dataset of Reaction yield outcomes from USPTO patents with 853,638 reactions. The reactants are IC.[I:3][C:4]1[CH:11]=[C:10]([O:12][CH3:13])[C:9]([O:14][CH:15]([CH3:17])[CH3:16])=[CH:8][C:5]=1[CH:6]=[O:7].[NH4+].[Cl-].[CH3:20][CH2:21]OCC. No catalyst specified. The product is [I:3][C:4]1[CH:11]=[C:10]([O:12][CH3:13])[C:9]([O:14][CH:15]([CH3:17])[CH3:16])=[CH:8][C:5]=1[CH:6]([OH:7])[CH2:20][CH3:21]. The yield is 0.970.